From a dataset of Experimentally validated miRNA-target interactions with 360,000+ pairs, plus equal number of negative samples. Binary Classification. Given a miRNA mature sequence and a target amino acid sequence, predict their likelihood of interaction. The miRNA is hsa-miR-505-3p with sequence CGUCAACACUUGCUGGUUUCCU. The protein sequence of the target gene is MDLRAGDSWGMLACLCTVLWHLPAVPALNRTGDPGPGPSIQKTYDLTRYLEHQLRSLAGTYLNYLGPPFNEPDFNPPRLGAETLPRATVDLEVWRSLNDKLRLTQNYEAYSHLLCYLRGLNRQAATAELRRSLAHFCTSLQGLLGSIAGVMAALGYPLPQPLPGTEPTWTPGPAHSDFLQKMDDFWLLKELQTWLWRSAKDFNRLKKKMQPPAAAVTLHLGAHGF. Result: 0 (no interaction).